This data is from hERG Central: cardiac toxicity at 1µM, 10µM, and general inhibition. The task is: Predict hERG channel inhibition at various concentrations. (1) The drug is CCCCCCNCc1ccc(Br)cc1.Cl. Results: hERG_inhib (hERG inhibition (general)): blocker. (2) The drug is Cc1ccc(C)c(NS(=O)(=O)c2cc(C(=O)NCc3ccco3)ccc2C)c1. Results: hERG_inhib (hERG inhibition (general)): blocker. (3) The molecule is CCOc1nc(NCCN2CCOCC2)nc(Nc2ccc(C)cc2)n1. Results: hERG_inhib (hERG inhibition (general)): blocker. (4) The drug is CC(C)CN1CCN(Cc2cnc(-c3ccc(Cl)cc3)nc2)CC1CCO. Results: hERG_inhib (hERG inhibition (general)): blocker.